This data is from HIV replication inhibition screening data with 41,000+ compounds from the AIDS Antiviral Screen. The task is: Binary Classification. Given a drug SMILES string, predict its activity (active/inactive) in a high-throughput screening assay against a specified biological target. (1) The molecule is COc1cc(C(c2ccc(N(Cc3ccccc3)Cc3ccccc3)cc2NC(C)=O)c2ccc(N(Cc3ccccc3)Cc3ccccc3)cc2NC(C)=O)ccc1O. The result is 0 (inactive). (2) The molecule is CC(C)c1cc[n+](C(C(=O)c2ccc([N+](=O)[O-])cc2)=C(S)Nc2cccc(Cl)c2)cc1. The result is 0 (inactive). (3) The result is 0 (inactive). The molecule is COc1cc2c(cc1OC)C(=O)C1(C2)C(c2ccccc2)C2C(=O)c3cc(OC)c(OC)cc3C2C1c1ccccc1. (4) The molecule is CC(C)OP(=O)(OC(C)C)C1=NN(c2ccc([N+](=O)[O-])cc2)C(N)(N)S1. The result is 0 (inactive). (5) The drug is O=C1CNNC(Cn2nc(-c3ccccc3)c3ccccc3c2=O)=N1. The result is 0 (inactive).